From a dataset of Peptide-MHC class II binding affinity with 134,281 pairs from IEDB. Regression. Given a peptide amino acid sequence and an MHC pseudo amino acid sequence, predict their binding affinity value. This is MHC class II binding data. (1) The peptide sequence is AAASWDALAAELASA. The MHC is HLA-DPA10201-DPB10501 with pseudo-sequence HLA-DPA10201-DPB10501. The binding affinity (normalized) is 0.0226. (2) The peptide sequence is RGKVVLIDFWAYPCI. The MHC is HLA-DQA10102-DQB10602 with pseudo-sequence HLA-DQA10102-DQB10602. The binding affinity (normalized) is 0.222.